This data is from Reaction yield outcomes from USPTO patents with 853,638 reactions. The task is: Predict the reaction yield, written as a fraction of the theoretical maximum amount of product (1.0 means a 100% yield; for example, 0.34 means a 34% yield). (1) The reactants are [F:1][C:2]1[CH:3]=[C:4]([C:8]([C:10]2[N:19]=[C:18]([NH:20][C:21]3[CH:25]=[C:24]([CH3:26])[NH:23][N:22]=3)[C:17]3[C:12](=[CH:13][CH:14]=[CH:15][CH:16]=3)[N:11]=2)=[O:9])[CH:5]=[CH:6][CH:7]=1.C1COCC1.CO.[BH4-].[Na+].Cl. The catalyst is CS(C)=O. The product is [F:1][C:2]1[CH:3]=[C:4]([CH:8]([C:10]2[N:19]=[C:18]([NH:20][C:21]3[CH:25]=[C:24]([CH3:26])[NH:23][N:22]=3)[C:17]3[C:12](=[CH:13][CH:14]=[CH:15][CH:16]=3)[N:11]=2)[OH:9])[CH:5]=[CH:6][CH:7]=1. The yield is 0.320. (2) The reactants are [C:1]([C:5]1[CH:6]=[CH:7][C:8]([C:12]2[CH:16]=[C:15]([CH3:17])[NH:14][C:13]=2[CH3:18])=[C:9]([CH:11]=1)[NH2:10])([CH3:4])([CH3:3])[CH3:2].[CH3:19][NH:20][C:21]([C:23]1[CH:28]=[C:27]([O:29][C:30]2[CH:36]=[CH:35][C:33]([NH2:34])=[CH:32][CH:31]=2)[CH:26]=[CH:25][N:24]=1)=[O:22].C[CH2:38][O:39]C(C)=O. The catalyst is C(Cl)Cl. The product is [C:1]([C:5]1[CH:6]=[CH:7][C:8]([C:12]2[CH:16]=[C:15]([CH3:17])[NH:14][C:13]=2[CH3:18])=[C:9]([NH:10][C:38]([NH:34][C:33]2[CH:35]=[CH:36][C:30]([O:29][C:27]3[CH:26]=[CH:25][N:24]=[C:23]([C:21](=[O:22])[NH:20][CH3:19])[CH:28]=3)=[CH:31][CH:32]=2)=[O:39])[CH:11]=1)([CH3:4])([CH3:3])[CH3:2]. The yield is 0.240. (3) The reactants are [O:1]1[C:5]2([CH2:10][CH2:9][CH2:8][CH2:7][CH2:6]2)[O:4][C@@H:3]([CH2:11][OH:12])[C@@H:2]1[CH2:13][OH:14].[H-].[Na+].[CH3:17]N(C=O)C. No catalyst specified. The product is [CH3:17][O:12][CH2:11][C@@H:3]1[O:4][C:5]2([CH2:10][CH2:9][CH2:8][CH2:7][CH2:6]2)[O:1][C@H:2]1[CH2:13][OH:14]. The yield is 0.450. (4) The reactants are [C:1]([C:5]1[O:9][N:8]=[C:7]([NH2:10])[CH:6]=1)([CH3:4])([CH3:3])[CH3:2].CO.CN([CH:16]=[O:17])C. The catalyst is CCOC(C)=O. The product is [C:1]([C:5]1[O:9][N:8]([CH2:2][C@H:1]2[CH2:5][CH2:6][CH2:16][O:17]2)[C:7](=[NH:10])[CH:6]=1)([CH3:4])([CH3:3])[CH3:2]. The yield is 0.170. (5) The reactants are ClC(Cl)C(O)=O.N[C:8]1[N:9]([C:28]2[C:37]3[C:32](=[CH:33][CH:34]=[C:35]([O:38][CH3:39])[CH:36]=3)[C:31]([CH3:40])=[CH:30][CH:29]=2)[C:10]([S:13][CH2:14][C:15]([NH:17][C:18]2[CH:26]=[CH:25][C:21]([C:22]([OH:24])=[O:23])=[CH:20][C:19]=2[Cl:27])=[O:16])=[N:11][N:12]=1.N([O-])=O.[Na+].[Br:45]CBr. The catalyst is [Br-].C([N+](CC)(CC)CC)C1C=CC=CC=1. The product is [Br:45][C:8]1[N:9]([C:28]2[C:37]3[C:32](=[CH:33][CH:34]=[C:35]([O:38][CH3:39])[CH:36]=3)[C:31]([CH3:40])=[CH:30][CH:29]=2)[C:10]([S:13][CH2:14][C:15]([NH:17][C:18]2[CH:26]=[CH:25][C:21]([C:22]([OH:24])=[O:23])=[CH:20][C:19]=2[Cl:27])=[O:16])=[N:11][N:12]=1. The yield is 0.240. (6) The reactants are [O:1]1[CH2:6][CH2:5][N:4]([CH2:7][CH2:8][S:9]([C:11]2[CH:37]=[CH:36][C:14]([CH2:15][O:16][C:17]3[CH:18]=[N:19][C:20]([N:23]4[CH2:28][CH2:27][N:26]([C:29]([O:31][C:32]([CH3:35])([CH3:34])[CH3:33])=[O:30])[CH2:25][CH2:24]4)=[N:21][CH:22]=3)=[CH:13][CH:12]=2)=[O:10])[CH2:3][CH2:2]1.[OH:38]O. The catalyst is CO.O.O.O.[O-][W]([O-])(=O)=O.[Na+].[Na+]. The product is [O:1]1[CH2:2][CH2:3][N:4]([CH2:7][CH2:8][S:9]([C:11]2[CH:37]=[CH:36][C:14]([CH2:15][O:16][C:17]3[CH:18]=[N:19][C:20]([N:23]4[CH2:28][CH2:27][N:26]([C:29]([O:31][C:32]([CH3:34])([CH3:33])[CH3:35])=[O:30])[CH2:25][CH2:24]4)=[N:21][CH:22]=3)=[CH:13][CH:12]=2)(=[O:38])=[O:10])[CH2:5][CH2:6]1. The yield is 0.0900. (7) The reactants are [OH-].[Na+].[CH:3]1([C:9]#[C:10][CH3:11])[CH2:8][CH2:7][CH2:6][CH2:5][CH2:4]1.[CH:12]1([C:15]#[CH:16])[CH2:14][CH2:13]1.[SiH2:17]([CH2:20][CH3:21])[CH2:18][CH3:19]. The catalyst is COCCOC. The product is [CH:3]1([CH2:9][C:10]#[C:11][Si:17]([C:16]#[C:15][CH:12]2[CH2:14][CH2:13]2)([CH2:20][CH3:21])[CH2:18][CH3:19])[CH2:8][CH2:7][CH2:6][CH2:5][CH2:4]1. The yield is 0.760. (8) The reactants are [CH3:1][O:2][C:3]1[CH:10]=[C:9]([O:11][CH3:12])[C:8]([F:13])=[CH:7][C:4]=1[C:5]#N.[OH-:14].[Na+].Cl.C[OH:18]. No catalyst specified. The product is [F:13][C:8]1[C:9]([O:11][CH3:12])=[CH:10][C:3]([O:2][CH3:1])=[C:4]([CH:7]=1)[C:5]([OH:18])=[O:14]. The yield is 0.930. (9) The product is [CH3:28][N:27]1[C:18]2[C:17]3[N:16]=[C:15]([NH:14][CH:11]4[CH2:10][CH2:9][NH:8][CH2:13][CH2:12]4)[N:24]=[CH:23][C:22]=3[CH2:21][CH2:20][C:19]=2[C:25]([C:29]([NH2:31])=[O:30])=[N:26]1. The yield is 0.450. The reactants are C([N:8]1[CH2:13][CH2:12][CH:11]([NH:14][C:15]2[N:24]=[CH:23][C:22]3[CH2:21][CH2:20][C:19]4[C:25]([C:29]([NH2:31])=[O:30])=[N:26][N:27]([CH3:28])[C:18]=4[C:17]=3[N:16]=2)[CH2:10][CH2:9]1)C1C=CC=CC=1.C(O)=O. The catalyst is C(O)C.[Pd]. (10) The reactants are [CH3:1][C:2]1([CH3:9])[CH2:7][C:6](=[O:8])[CH2:5][CH2:4][O:3]1.[Br:10]N1C(=O)CCC1=O.C([O-])(=O)C.[NH4+]. The catalyst is CCOCC.C(OCC)(=O)C. The product is [Br:10][CH:5]1[CH2:4][O:3][C:2]([CH3:9])([CH3:1])[CH2:7][C:6]1=[O:8]. The yield is 0.310.